From a dataset of Full USPTO retrosynthesis dataset with 1.9M reactions from patents (1976-2016). Predict the reactants needed to synthesize the given product. (1) Given the product [C:1]([C:5]1[CH:9]=[C:8]([NH:10][C:22](=[O:23])[C:21]2[CH:25]=[C:26]([C:29]([F:31])([F:32])[F:30])[CH:27]=[CH:28][C:20]=2[O:19][CH3:18])[N:7]([CH2:11][CH:12]2[CH2:17][CH2:16][CH2:15][CH2:14][O:13]2)[N:6]=1)([CH3:4])([CH3:2])[CH3:3], predict the reactants needed to synthesize it. The reactants are: [C:1]([C:5]1[CH:9]=[C:8]([NH2:10])[N:7]([CH2:11][CH:12]2[CH2:17][CH2:16][CH2:15][CH2:14][O:13]2)[N:6]=1)([CH3:4])([CH3:3])[CH3:2].[CH3:18][O:19][C:20]1[CH:28]=[CH:27][C:26]([C:29]([F:32])([F:31])[F:30])=[CH:25][C:21]=1[C:22](O)=[O:23].ON1C2C=CC=CC=2N=N1.CCN=C=NCCCN(C)C.Cl.C(N(CC)CC)C. (2) Given the product [C:7]([C:11]1[O:15][N:14]=[C:13]([NH:16][CH3:17])[CH:12]=1)([CH3:10])([CH3:8])[CH3:9], predict the reactants needed to synthesize it. The reactants are: [H-].[Al+3].[Li+].[H-].[H-].[H-].[C:7]([C:11]1[O:15][N:14]=[C:13]([NH:16][CH:17]=O)[CH:12]=1)([CH3:10])([CH3:9])[CH3:8].O.[OH-].[Na+]. (3) Given the product [Br:24][C:3]1[C:4]([CH3:23])=[C:5]([C:7]2[N:11]3[N:12]=[C:13]([CH3:21])[CH:14]=[C:15]([CH:16]([CH2:19][CH3:20])[CH2:17][CH3:18])[C:10]3=[N:9][C:8]=2[CH3:22])[S:6][C:2]=1[Br:1], predict the reactants needed to synthesize it. The reactants are: [Br:1][C:2]1[S:6][C:5]([C:7]2[N:11]3[N:12]=[C:13]([CH3:21])[CH:14]=[C:15]([CH:16]([CH2:19][CH3:20])[CH2:17][CH3:18])[C:10]3=[N:9][C:8]=2[CH3:22])=[C:4]([CH3:23])[CH:3]=1.[Br:24]Br.[OH-].[Na+]. (4) Given the product [Cl:1][C:2]1[C:7]([O:8][CH3:9])=[CH:6][C:5]([O:10][CH3:11])=[CH:4][C:3]=1[C:12]1[C:23](=[O:24])[N:22]([CH2:26][CH2:27][C:28]2[N:33]=[C:32]([NH:34][C:35](=[O:41])[O:36][C:37]([CH3:40])([CH3:39])[CH3:38])[CH:31]=[CH:30][CH:29]=2)[C:15]2[N:16]=[C:17]([S:20][CH3:21])[N:18]=[CH:19][C:14]=2[CH:13]=1, predict the reactants needed to synthesize it. The reactants are: [Cl:1][C:2]1[C:7]([O:8][CH3:9])=[CH:6][C:5]([O:10][CH3:11])=[CH:4][C:3]=1[C:12]1[C:23](=[O:24])[NH:22][C:15]2[N:16]=[C:17]([S:20][CH3:21])[N:18]=[CH:19][C:14]=2[CH:13]=1.I[CH2:26][CH2:27][C:28]1[N:33]=[C:32]([NH:34][C:35](=[O:41])[O:36][C:37]([CH3:40])([CH3:39])[CH3:38])[CH:31]=[CH:30][CH:29]=1.